Dataset: Catalyst prediction with 721,799 reactions and 888 catalyst types from USPTO. Task: Predict which catalyst facilitates the given reaction. (1) Reactant: [F:1][C:2]1[CH:7]=[CH:6][C:5]([C:8]2[S:9][C:10]([C:13]([C:16]3[CH:21]=[CH:20][N:19]=[CH:18][CH:17]=3)([OH:15])[CH3:14])=[CH:11][N:12]=2)=[CH:4][CH:3]=1.[CH3:22][C:23]1[CH:28]=[CH:27][C:26]([S:29]([OH:32])(=[O:31])=[O:30])=[CH:25][CH:24]=1. Product: [CH3:22][C:23]1[CH:24]=[CH:25][C:26]([S:29]([OH:32])(=[O:31])=[O:30])=[CH:27][CH:28]=1.[F:1][C:2]1[CH:7]=[CH:6][C:5]([C:8]2[S:9][C:10]([C:13]([C:16]3[CH:17]=[CH:18][N:19]=[CH:20][CH:21]=3)([OH:15])[CH3:14])=[CH:11][N:12]=2)=[CH:4][CH:3]=1. The catalyst class is: 8. (2) Reactant: [ClH:1].Cl.[NH2:3][CH:4]1[CH2:9][CH2:8][N:7]([CH2:10][C@H:11]2[N:21]3[C:22]4[N:13]([C:14](=[O:24])[CH:15]=[CH:16][C:17]=4[CH:18]=[CH:19][C:20]3=[O:23])[CH2:12]2)[CH2:6][CH2:5]1.C(N(CC)CC)C.[O:32]1[C:41]2[C:36](=[CH:37][CH:38]=[C:39]([CH:42]=O)[CH:40]=2)[CH2:35][CH2:34][CH2:33]1.C(O[BH-](OC(=O)C)OC(=O)C)(=O)C.[Na+]. Product: [ClH:1].[O:32]1[C:41]2[C:36](=[CH:37][CH:38]=[C:39]([CH2:42][NH:3][CH:4]3[CH2:5][CH2:6][N:7]([CH2:10][C@H:11]4[N:21]5[C:22]6[N:13]([C:14](=[O:24])[CH:15]=[CH:16][C:17]=6[CH:18]=[CH:19][C:20]5=[O:23])[CH2:12]4)[CH2:8][CH2:9]3)[CH:40]=2)[CH2:35][CH2:34][CH2:33]1. The catalyst class is: 147. (3) Reactant: [F:1][C:2]([F:11])([F:10])[C:3]1[CH:4]=[C:5]([CH:7]=[CH:8][CH:9]=1)[O-:6].[K+].Br[C:14]1[CH:19]=[C:18]([NH:20][C:21]([CH3:23])=[O:22])[C:17]([N+:24]([O-:26])=[O:25])=[CH:16][C:15]=1[O:27][CH3:28]. Product: [NH:20]([C:18]1[C:17]([N+:24]([O-:26])=[O:25])=[CH:16][C:15]([O:27][CH3:28])=[C:14]([O:6][C:5]2[CH:7]=[CH:8][CH:9]=[C:3]([C:2]([F:10])([F:11])[F:1])[CH:4]=2)[CH:19]=1)[C:21]([CH3:23])=[O:22]. The catalyst class is: 18. (4) Reactant: [N:1]([O-])=O.[Na+].[NH2:5][C:6]1[CH:7]=[C:8]([CH:21]=[CH:22][CH:23]=1)[O:9][CH2:10][CH2:11][CH2:12][NH:13][C:14](=[O:20])CCC(O)=O.O.O.Cl[Sn]Cl.[C:29]([OH:37])(=O)/[C:30](=[C:32](\[CH:34]=O)/[Br:33])/[Br:31].[OH-].[Na+].[CH3:40][C:41]([O:44]C(OC([O:44][C:41]([CH3:43])([CH3:42])[CH3:40])=O)=O)([CH3:43])[CH3:42]. Product: [Br:33][C:32]1[CH:34]=[N:1][N:5]([C:6]2[CH:7]=[C:8]([CH:21]=[CH:22][CH:23]=2)[O:9][CH2:10][CH2:11][CH2:12][NH:13][C:14](=[O:20])[O:44][C:41]([CH3:43])([CH3:42])[CH3:40])[C:29](=[O:37])[C:30]=1[Br:31]. The catalyst class is: 223. (5) Reactant: [F-].C([N+](CCCC)(CCCC)CCCC)CCC.[Si]([O:26][CH:27]1[CH2:30][N:29]([CH2:31][C@H:32]([O:43][C:44]2[N:49]=[CH:48][N:47]=[C:46]3[N:50]([C:53]4[CH:58]=[CH:57][CH:56]=[CH:55][C:54]=4[Cl:59])[N:51]=[CH:52][C:45]=23)[C:33]([NH:35][C:36]2[CH:41]=[N:40][C:39]([CH3:42])=[CH:38][N:37]=2)=[O:34])[CH2:28]1)(C(C)(C)C)(C)C. Product: [Cl:59][C:54]1[CH:55]=[CH:56][CH:57]=[CH:58][C:53]=1[N:50]1[C:46]2[N:47]=[CH:48][N:49]=[C:44]([O:43][C@@H:32]([CH2:31][N:29]3[CH2:28][CH:27]([OH:26])[CH2:30]3)[C:33]([NH:35][C:36]3[CH:41]=[N:40][C:39]([CH3:42])=[CH:38][N:37]=3)=[O:34])[C:45]=2[CH:52]=[N:51]1. The catalyst class is: 7.